This data is from Full USPTO retrosynthesis dataset with 1.9M reactions from patents (1976-2016). The task is: Predict the reactants needed to synthesize the given product. (1) Given the product [N:1]1[CH:6]=[CH:5][CH:4]=[CH:3][C:2]=1[C:7]1[CH:8]=[N:9][C:10]([N:13]2[C:21]3[C:16](=[CH:17][CH:18]=[C:19]([C:22]([OH:24])=[O:23])[CH:20]=3)[C:15]3([CH2:26][CH2:27]3)[CH2:14]2)=[N:11][CH:12]=1, predict the reactants needed to synthesize it. The reactants are: [N:1]1[CH:6]=[CH:5][CH:4]=[CH:3][C:2]=1[C:7]1[CH:8]=[N:9][C:10]([N:13]2[C:21]3[C:16](=[CH:17][CH:18]=[C:19]([C:22]([O:24]C)=[O:23])[CH:20]=3)[C:15]3([CH2:27][CH2:26]3)[CH2:14]2)=[N:11][CH:12]=1.[Li+].[OH-]. (2) The reactants are: Br.[Br:2][C:3]1[CH:7]=[N:6][N:5]2[CH2:8][CH2:9][NH:10][C:4]=12.[H-].[Na+].[C:13](O[C:13]([O:15][C:16]([CH3:19])([CH3:18])[CH3:17])=[O:14])([O:15][C:16]([CH3:19])([CH3:18])[CH3:17])=[O:14].O. Given the product [Br:2][C:3]1[CH:7]=[N:6][N:5]2[CH2:8][CH2:9][N:10]([C:13]([O:15][C:16]([CH3:19])([CH3:18])[CH3:17])=[O:14])[C:4]=12, predict the reactants needed to synthesize it. (3) Given the product [CH3:25][N+:21]1[C:4]2[N:5]=[C:6]([N:8]3[CH2:13][CH2:12][N:11]([C:14]([O:16][C:17]([CH3:20])([CH3:19])[CH3:18])=[O:15])[CH2:10][CH2:9]3)[NH:7][C:2](=[O:1])[C:3]=2[CH:24]=[CH:23][CH:22]=1.[S:32]([O-:35])([O:31][CH3:30])(=[O:34])=[O:33], predict the reactants needed to synthesize it. The reactants are: [O:1]=[C:2]1[NH:7][C:6]([N:8]2[CH2:13][CH2:12][N:11]([C:14]([O:16][C:17]([CH3:20])([CH3:19])[CH3:18])=[O:15])[CH2:10][CH2:9]2)=[N:5][C:4]2[N:21]=[CH:22][CH:23]=[CH:24][C:3]1=2.[CH3:25]N(C)C=O.[CH3:30][O:31][S:32]([O:35]C)(=[O:34])=[O:33].